From a dataset of Full USPTO retrosynthesis dataset with 1.9M reactions from patents (1976-2016). Predict the reactants needed to synthesize the given product. (1) The reactants are: [Cl:1][C:2]1[C:11]2[C:6](=[CH:7][C:8]([O:30]C)=[C:9]([C:12]3[N:17]=[N:16][C:15]([N:18]([CH3:29])[CH:19]4[CH2:24][C:23]([CH3:26])([CH3:25])[NH:22][C:21]([CH3:28])([CH3:27])[CH2:20]4)=[CH:14][CH:13]=3)[CH:10]=2)[N:5]=[CH:4][CH:3]=1.B(Br)(Br)Br. Given the product [Cl:1][C:2]1[C:11]2[C:6](=[CH:7][C:8]([OH:30])=[C:9]([C:12]3[N:17]=[N:16][C:15]([N:18]([CH3:29])[CH:19]4[CH2:20][C:21]([CH3:27])([CH3:28])[NH:22][C:23]([CH3:26])([CH3:25])[CH2:24]4)=[CH:14][CH:13]=3)[CH:10]=2)[N:5]=[CH:4][CH:3]=1, predict the reactants needed to synthesize it. (2) Given the product [CH3:20][C:13]1([CH3:21])[C:14]2[C:19](=[CH:18][CH:17]=[CH:16][CH:15]=2)[N:11]([C@@H:4]([C:5]2[CH:10]=[CH:9][CH:8]=[CH:7][CH:6]=2)[CH2:3][CH2:2][NH:24][CH3:23])[C:12]1=[O:22], predict the reactants needed to synthesize it. The reactants are: Cl[CH2:2][CH2:3][C@@H:4]([N:11]1[C:19]2[C:14](=[CH:15][CH:16]=[CH:17][CH:18]=2)[C:13]([CH3:21])([CH3:20])[C:12]1=[O:22])[C:5]1[CH:10]=[CH:9][CH:8]=[CH:7][CH:6]=1.[CH3:23][NH2:24]. (3) Given the product [C:1]([Si:5]([CH3:29])([CH3:30])[O:6][C@H:7]1[CH2:15][CH2:14][CH2:13][C@@:12]2([CH3:16])[C@H:8]1[CH2:9][CH2:10][C@@H:11]2[C@:17]([CH3:28])([CH2:18][C:19]#[CH:31])[CH2:21][CH2:22][CH2:23][C:24]([CH3:26])([OH:27])[CH3:25])([CH3:3])([CH3:2])[CH3:4], predict the reactants needed to synthesize it. The reactants are: [C:1]([Si:5]([CH3:30])([CH3:29])[O:6][C@H:7]1[CH2:15][CH2:14][CH2:13][C@@:12]2([CH3:16])[C@H:8]1[CH2:9][CH2:10][C@@H:11]2[C@@:17]([CH3:28])([CH2:21][CH2:22][CH2:23][C:24]([OH:27])([CH3:26])[CH3:25])[CH2:18][CH:19]=O)([CH3:4])([CH3:3])[CH3:2].[CH3:31]OP(=O)OC.C(=O)([O-])[O-].[K+].[K+].O. (4) Given the product [CH3:18][C:15]1[CH:16]=[CH:17][C:12]([CH:8]([C:5]2[CH:4]=[CH:3][C:2]([CH3:1])=[CH:7][CH:6]=2)[C:9]([NH:19][CH2:20][CH2:21][CH2:22][N:23]2[CH2:28][CH2:27][CH:26]([C:29]3[CH:30]=[C:31]([NH:35][C:36]([CH:38]4[CH2:40][CH2:39]4)=[O:37])[CH:32]=[CH:33][CH:34]=3)[CH2:25][CH2:24]2)=[O:11])=[CH:13][CH:14]=1, predict the reactants needed to synthesize it. The reactants are: [CH3:1][C:2]1[CH:7]=[CH:6][C:5]([CH:8]([C:12]2[CH:17]=[CH:16][C:15]([CH3:18])=[CH:14][CH:13]=2)[C:9]([OH:11])=O)=[CH:4][CH:3]=1.[NH2:19][CH2:20][CH2:21][CH2:22][N:23]1[CH2:28][CH2:27][CH:26]([C:29]2[CH:30]=[C:31]([NH:35][C:36]([CH:38]3[CH2:40][CH2:39]3)=[O:37])[CH:32]=[CH:33][CH:34]=2)[CH2:25][CH2:24]1. (5) Given the product [N:14]1[CH:19]=[CH:18][CH:17]=[CH:16][C:15]=1[N:20]1[CH2:21][CH2:22][N:23]([CH2:11][C:10]([NH:9][C:3]2[CH:4]=[CH:5][CH:6]=[CH:7][C:2]=2[NH:9][C:10](=[O:13])[CH2:11][N:23]2[CH2:22][CH2:21][N:20]([C:15]3[CH:16]=[CH:17][CH:18]=[CH:19][N:14]=3)[CH2:25][CH2:24]2)=[O:13])[CH2:24][CH2:25]1, predict the reactants needed to synthesize it. The reactants are: C[C:2]1[CH:7]=[CH:6][C:5](C)=[CH:4][C:3]=1[NH:9][C:10](=[O:13])[CH2:11]Cl.[N:14]1[CH:19]=[CH:18][CH:17]=[CH:16][C:15]=1[N:20]1[CH2:25][CH2:24][NH:23][CH2:22][CH2:21]1. (6) Given the product [Cl:23][CH2:24][CH2:25][C:26]([N:13]1[CH2:14][CH2:15][N:10]([C:7]2[CH:6]=[CH:5][C:4]([Cl:3])=[CH:9][CH:8]=2)[CH2:11][CH2:12]1)=[O:27], predict the reactants needed to synthesize it. The reactants are: Cl.Cl.[Cl:3][C:4]1[CH:9]=[CH:8][C:7]([N:10]2[CH2:15][CH2:14][NH:13][CH2:12][CH2:11]2)=[CH:6][CH:5]=1.C(N(CC)CC)C.[Cl:23][CH2:24][CH2:25][C:26](Cl)=[O:27].